The task is: Predict the product of the given reaction.. This data is from Forward reaction prediction with 1.9M reactions from USPTO patents (1976-2016). Given the reactants [OH:1][C:2]1[N:7]=[C:6]([CH3:8])[CH:5]=[CH:4][C:3]=1[N+:9]([O-])=O.[H][H], predict the reaction product. The product is: [NH2:9][C:3]1[C:2]([OH:1])=[N:7][C:6]([CH3:8])=[CH:5][CH:4]=1.